From a dataset of Reaction yield outcomes from USPTO patents with 853,638 reactions. Predict the reaction yield, written as a fraction of the theoretical maximum amount of product (1.0 means a 100% yield; for example, 0.34 means a 34% yield). (1) The reactants are [Br:1][C:2]1[CH:7]=[C:6](I)[CH:5]=[CH:4][N:3]=1.C[Si](C)(C)[C:11]#[C:12][CH3:13].C(N(CC)CC)C.[F-].C([N+](CCCC)(CCCC)CCCC)CCC. The catalyst is C1(C)C=CC=CC=1.[Cu]I.C1C=CC([P]([Pd]([P](C2C=CC=CC=2)(C2C=CC=CC=2)C2C=CC=CC=2)([P](C2C=CC=CC=2)(C2C=CC=CC=2)C2C=CC=CC=2)[P](C2C=CC=CC=2)(C2C=CC=CC=2)C2C=CC=CC=2)(C2C=CC=CC=2)C2C=CC=CC=2)=CC=1. The product is [Br:1][C:2]1[CH:7]=[C:6]([C:11]#[C:12][CH3:13])[CH:5]=[CH:4][N:3]=1. The yield is 0.870. (2) The reactants are C([C:4]1[C:12]2[C:7](=[CH:8][CH:9]=[CH:10][CH:11]=2)[NH:6][N:5]=1)(=O)C.[OH-:13].[Na+].Cl.[O:16]1[CH2:20]CC[CH2:17]1. The catalyst is CO. The product is [CH3:17][O:16][C:20]([C:10]1[CH:11]=[C:12]2[C:7](=[CH:8][CH:9]=1)[NH:6][N:5]=[CH:4]2)=[O:13]. The yield is 0.470. (3) The reactants are [NH2:1][C:2]1[CH:10]=[CH:9][C:8]([F:11])=[CH:7][C:3]=1[C:4](O)=[O:5].[CH:12]([N:15](C(C)C)CC)(C)C.C1CN([P+](ON2N=NC3C=CC=CC2=3)(N2CCCC2)N2CCCC2)CC1.F[P-](F)(F)(F)(F)F.CN.C1COCC1. The catalyst is ClCCl. The product is [NH2:1][C:2]1[CH:10]=[CH:9][C:8]([F:11])=[CH:7][C:3]=1[C:4]([NH:15][CH3:12])=[O:5]. The yield is 0.787.